Regression/Classification. Given a drug SMILES string, predict its absorption, distribution, metabolism, or excretion properties. Task type varies by dataset: regression for continuous measurements (e.g., permeability, clearance, half-life) or binary classification for categorical outcomes (e.g., BBB penetration, CYP inhibition). Dataset: cyp2c19_veith. From a dataset of CYP2C19 inhibition data for predicting drug metabolism from PubChem BioAssay. (1) The compound is CC(C)(CO[C@H]1C[C@H]2CC[C@@]1(C)C2(C)C)[N+](=O)[O-]. The result is 0 (non-inhibitor). (2) The drug is COc1ccc(CNc2nc3nc4c(c(=O)n3[nH]2)CCC4)cc1. The result is 0 (non-inhibitor).